Dataset: Full USPTO retrosynthesis dataset with 1.9M reactions from patents (1976-2016). Task: Predict the reactants needed to synthesize the given product. (1) Given the product [F:32][C:23]1[C:22]([O:21][C:12]2[C:11]3[C:16](=[CH:17][C:18]([O:19][CH3:20])=[C:9]([OH:8])[CH:10]=3)[N:15]=[CH:14][N:13]=2)=[CH:30][CH:29]=[C:28]2[C:24]=1[CH:25]=[C:26]([CH3:31])[NH:27]2, predict the reactants needed to synthesize it. The reactants are: C([O:8][C:9]1[CH:10]=[C:11]2[C:16](=[CH:17][C:18]=1[O:19][CH3:20])[N:15]=[CH:14][N:13]=[C:12]2[O:21][C:22]1[C:23]([F:32])=[C:24]2[C:28](=[CH:29][CH:30]=1)[NH:27][C:26]([CH3:31])=[CH:25]2)C1C=CC=CC=1.C([O-])=O.[NH4+].O. (2) Given the product [Br:1][C:2]1[C:10]2[O:9][CH:8]([CH3:11])[CH2:7][C:6]=2[C:5]([Cl:12])=[C:4]([C:13]([C:25]2[CH:26]=[CH:27][C:22]([O:28][CH2:29][CH3:30])=[CH:23][CH:24]=2)=[O:15])[CH:3]=1, predict the reactants needed to synthesize it. The reactants are: [Br:1][C:2]1[C:10]2[O:9][CH:8]([CH3:11])[CH2:7][C:6]=2[C:5]([Cl:12])=[C:4]([C:13]([OH:15])=O)[CH:3]=1.C(Cl)(=O)C(Cl)=O.[C:22]1([O:28][CH2:29][CH3:30])[CH:27]=[CH:26][CH:25]=[CH:24][CH:23]=1.[Al+3].[Cl-].[Cl-].[Cl-]. (3) Given the product [ClH:19].[ClH:38].[CH2:1]([O:8][C:9]1[CH:18]=[C:17]2[C:12]([C:13]([NH:22][C:23]3[CH:24]=[N:25][C:26]([NH:29][C:30](=[O:37])[C:31]4[CH:36]=[CH:35][CH:34]=[CH:33][CH:32]=4)=[N:27][CH:28]=3)=[N:14][CH:15]=[N:16]2)=[CH:11][C:10]=1[O:20][CH3:21])[C:2]1[CH:7]=[CH:6][CH:5]=[CH:4][CH:3]=1, predict the reactants needed to synthesize it. The reactants are: [CH2:1]([O:8][C:9]1[CH:18]=[C:17]2[C:12]([C:13]([Cl:19])=[N:14][CH:15]=[N:16]2)=[CH:11][C:10]=1[O:20][CH3:21])[C:2]1[CH:7]=[CH:6][CH:5]=[CH:4][CH:3]=1.[NH2:22][C:23]1[CH:24]=[N:25][C:26]([NH:29][C:30](=[O:37])[C:31]2[CH:36]=[CH:35][CH:34]=[CH:33][CH:32]=2)=[N:27][CH:28]=1.[ClH:38].O1CCOCC1. (4) Given the product [CH2:1]([O:3][C:4]1[CH:14]=[CH:13][CH:12]=[CH:11][C:5]=1[C:6]([OH:8])=[O:7])[CH3:2], predict the reactants needed to synthesize it. The reactants are: [CH2:1]([O:3][C:4]1[CH:14]=[CH:13][CH:12]=[CH:11][C:5]=1[C:6]([O:8]CC)=[O:7])[CH3:2].CC(C)([O-])C.[K+].CCCCCC.C(OCC)(=O)C.Cl.